Dataset: Forward reaction prediction with 1.9M reactions from USPTO patents (1976-2016). Task: Predict the product of the given reaction. (1) Given the reactants B.C1COCC1.[Br:7][CH2:8][CH2:9][CH2:10][CH2:11][CH2:12][CH2:13][CH2:14][CH2:15][CH2:16][CH2:17][CH2:18][CH2:19][CH2:20][CH2:21][CH2:22][C:23](O)=[O:24], predict the reaction product. The product is: [Br:7][CH2:8][CH2:9][CH2:10][CH2:11][CH2:12][CH2:13][CH2:14][CH2:15][CH2:16][CH2:17][CH2:18][CH2:19][CH2:20][CH2:21][CH2:22][CH2:23][OH:24]. (2) Given the reactants Br[C:2]1[O:3][C:4]2[CH:10]=[CH:9][C:8]([CH:11]3[CH2:16][CH2:15][N:14]([C:17]([O:19][C:20]([CH3:23])([CH3:22])[CH3:21])=[O:18])[CH2:13][CH2:12]3)=[CH:7][C:5]=2[N:6]=1.[F:24][C:25]1[CH:33]=[C:32](B2OC(C)(C)C(C)(C)O2)[CH:31]=[CH:30][C:26]=1[C:27]([NH2:29])=[O:28].[F-].[K+], predict the reaction product. The product is: [C:27]([C:26]1[CH:30]=[CH:31][C:32]([C:2]2[O:3][C:4]3[CH:10]=[CH:9][C:8]([CH:11]4[CH2:16][CH2:15][N:14]([C:17]([O:19][C:20]([CH3:23])([CH3:22])[CH3:21])=[O:18])[CH2:13][CH2:12]4)=[CH:7][C:5]=3[N:6]=2)=[CH:33][C:25]=1[F:24])(=[O:28])[NH2:29].